Dataset: Full USPTO retrosynthesis dataset with 1.9M reactions from patents (1976-2016). Task: Predict the reactants needed to synthesize the given product. (1) Given the product [OH:21][C:20]1[CH:22]=[CH:23][C:15]([CH:14]=[CH:11][C:10]([C:7]2[CH:8]=[CH:9][C:4]([OH:3])=[CH:5][CH:6]=2)=[O:12])=[CH:16][C:17]=1[O:18][CH3:19], predict the reactants needed to synthesize it. The reactants are: [OH-].[K+].[OH:3][C:4]1[CH:9]=[CH:8][C:7]([C:10](=[O:12])[CH3:11])=[CH:6][CH:5]=1.O=[CH:14][C:15]1[CH:23]=[CH:22][C:20]([OH:21])=[C:17]([O:18][CH3:19])[CH:16]=1. (2) Given the product [Br:16][C:17]1[CH:18]=[C:19]([NH:15][C:12]2[CH:11]=[CH:10][C:9]([N:6]3[CH2:5][CH2:4][N:3]([CH2:1][CH3:2])[CH2:8][CH2:7]3)=[CH:14][N:13]=2)[C:20]2[N:21]([CH:25]=[CH:26][N:27]=2)[C:22]=1[CH2:23][CH3:24], predict the reactants needed to synthesize it. The reactants are: [CH2:1]([N:3]1[CH2:8][CH2:7][N:6]([C:9]2[CH:10]=[CH:11][C:12]([NH2:15])=[N:13][CH:14]=2)[CH2:5][CH2:4]1)[CH3:2].[Br:16][C:17]1[CH:18]=[C:19](Br)[C:20]2[N:21]([CH:25]=[CH:26][N:27]=2)[C:22]=1[CH2:23][CH3:24].C1(P(C2C=CC=CC=2)C2C=CC3C(=CC=CC=3)C=2C2C3C(=CC=CC=3)C=CC=2P(C2C=CC=CC=2)C2C=CC=CC=2)C=CC=CC=1.C(=O)([O-])[O-].[Cs+].[Cs+]. (3) The reactants are: C(N(CC)CC)C.[NH2:8][C:9]1[CH:14]=[CH:13][CH:12]=[CH:11][C:10]=1[NH:15][C:16]([C:18]1[S:19][C:20]2[CH2:21][NH:22][CH2:23][CH2:24][C:25]=2[N:26]=1)=[O:17].[CH3:27][C:28]1[CH:33]=[CH:32][C:31]([S:34](Cl)(=[O:36])=[O:35])=[CH:30][CH:29]=1. Given the product [NH2:8][C:9]1[CH:14]=[CH:13][CH:12]=[CH:11][C:10]=1[NH:15][C:16]([C:18]1[S:19][C:20]2[CH2:21][N:22]([S:34]([C:31]3[CH:32]=[CH:33][C:28]([CH3:27])=[CH:29][CH:30]=3)(=[O:36])=[O:35])[CH2:23][CH2:24][C:25]=2[N:26]=1)=[O:17], predict the reactants needed to synthesize it. (4) Given the product [Br:1][C:2]1[CH:7]=[CH:6][C:5]([S:8]([NH:13][C:14]2[C:15]([CH3:21])=[N:16][N:17]([CH3:20])[C:18]=2[CH3:19])(=[O:10])=[O:9])=[C:4]([CH3:12])[CH:3]=1, predict the reactants needed to synthesize it. The reactants are: [Br:1][C:2]1[CH:7]=[CH:6][C:5]([S:8](Cl)(=[O:10])=[O:9])=[C:4]([CH3:12])[CH:3]=1.[NH2:13][C:14]1[C:15]([CH3:21])=[N:16][N:17]([CH3:20])[C:18]=1[CH3:19]. (5) The reactants are: Cl[C:2]1[CH:7]=[CH:6][N:5]=[C:4]([NH:8][CH:9]2[CH2:14][C:13]([CH3:16])([CH3:15])[NH:12][C:11]([CH3:18])([CH3:17])[CH2:10]2)[N:3]=1.CC1(C)C(C)(C)OB([C:27]2[CH:32]=[CH:31][C:30]([S:33]([NH2:36])(=[O:35])=[O:34])=[CH:29][CH:28]=2)O1. Given the product [CH3:15][C:13]1([CH3:16])[CH2:14][CH:9]([NH:8][C:4]2[N:3]=[C:2]([C:27]3[CH:32]=[CH:31][C:30]([S:33]([NH2:36])(=[O:35])=[O:34])=[CH:29][CH:28]=3)[CH:7]=[CH:6][N:5]=2)[CH2:10][C:11]([CH3:18])([CH3:17])[NH:12]1, predict the reactants needed to synthesize it. (6) The reactants are: C([O:3][C:4]([C:6]1[CH:15]=[C:14]([O:16]C(=O)C)[C:13]2[C:8](=[CH:9][CH:10]=[CH:11][CH:12]=2)[CH:7]=1)=[O:5])C.[OH-].[Na+].Cl. Given the product [OH:16][C:14]1[C:13]2[C:8](=[CH:9][CH:10]=[CH:11][CH:12]=2)[CH:7]=[C:6]([C:4]([OH:5])=[O:3])[CH:15]=1, predict the reactants needed to synthesize it.